From a dataset of Reaction yield outcomes from USPTO patents with 853,638 reactions. Predict the reaction yield, written as a fraction of the theoretical maximum amount of product (1.0 means a 100% yield; for example, 0.34 means a 34% yield). (1) The product is [Br:1][C:2]1[S:6][C:5]([NH:7][C:8](=[O:19])[C:9]2[CH:14]=[CH:13][C:12]([S:20][C:21]3[CH:26]=[CH:25][C:24]([OH:27])=[CH:23][CH:22]=3)=[C:11]([N+:16]([O-:18])=[O:17])[CH:10]=2)=[N:4][CH:3]=1. The yield is 1.11. The reactants are [Br:1][C:2]1[S:6][C:5]([NH:7][C:8](=[O:19])[C:9]2[CH:14]=[CH:13][C:12](Cl)=[C:11]([N+:16]([O-:18])=[O:17])[CH:10]=2)=[N:4][CH:3]=1.[SH:20][C:21]1[CH:26]=[CH:25][C:24]([OH:27])=[CH:23][CH:22]=1.C(=O)([O-])[O-].[Cs+].[Cs+]. The catalyst is CN(C)C=O. (2) The reactants are [CH3:1][C:2]([CH:4]=[O:5])=[O:3].O[CH2:7][C:8](=[O:10])[CH3:9].C(O)(=O)C.[OH2:15]. No catalyst specified. The product is [OH:15][CH:7]([CH:4]([OH:5])[C:2](=[O:3])[CH3:1])[C:8](=[O:10])[CH3:9]. The yield is 0.560. (3) The reactants are [NH2:1][C:2]1[CH:3]=[CH:4][C:5]([C:8]#[N:9])=[N:6][CH:7]=1.[H-].[Na+].[CH2:12](Br)[C:13]1[CH:18]=[CH:17][CH:16]=[CH:15][CH:14]=1. The catalyst is CN(C=O)C.O. The product is [CH2:12]([N:1]([CH2:12][C:13]1[CH:18]=[CH:17][CH:16]=[CH:15][CH:14]=1)[C:2]1[CH:3]=[CH:4][C:5]([C:8]#[N:9])=[N:6][CH:7]=1)[C:13]1[CH:18]=[CH:17][CH:16]=[CH:15][CH:14]=1. The yield is 0.650. (4) The reactants are [F:1][C:2]1[CH:35]=[CH:34][C:5]([CH2:6][C:7]2[N:11]([CH2:12][C:13]([O:15]C(C)(C)C)=[O:14])[N:10]=[C:9]([C:20]3[N:21]=[N:22][N:23]([CH2:25][C:26]4[CH:31]=[CH:30][C:29]([O:32][CH3:33])=[CH:28][CH:27]=4)[CH:24]=3)[CH:8]=2)=[CH:4][CH:3]=1.CO.C1COCC1.[OH-].[Na+]. The catalyst is O. The product is [F:1][C:2]1[CH:3]=[CH:4][C:5]([CH2:6][C:7]2[N:11]([CH2:12][C:13]([OH:15])=[O:14])[N:10]=[C:9]([C:20]3[N:21]=[N:22][N:23]([CH2:25][C:26]4[CH:27]=[CH:28][C:29]([O:32][CH3:33])=[CH:30][CH:31]=4)[CH:24]=3)[CH:8]=2)=[CH:34][CH:35]=1. The yield is 0.900. (5) The reactants are [F:1][C:2]1([F:31])[CH2:7][CH2:6][N:5]([CH2:8][C:9]2[CH:10]=[C:11]([N:15](C(OC(C)(C)C)=O)[NH:16]C(OC(C)(C)C)=O)[CH:12]=[CH:13][CH:14]=2)[CH2:4][CH2:3]1.[C:32]([CH2:38][C:39]#[N:40])(=O)[C:33]([CH3:36])([CH3:35])[CH3:34].Cl.C([O-])(O)=O.[Na+]. The catalyst is C(O)C. The product is [C:33]([C:32]1[CH:38]=[C:39]([NH2:40])[N:15]([C:11]2[CH:12]=[CH:13][CH:14]=[C:9]([CH2:8][N:5]3[CH2:4][CH2:3][C:2]([F:31])([F:1])[CH2:7][CH2:6]3)[CH:10]=2)[N:16]=1)([CH3:36])([CH3:35])[CH3:34]. The yield is 0.430. (6) The reactants are [N:1]1[C:6]2[N:7]([C:10]3([CH2:13][OH:14])[CH2:12][CH2:11]3)[CH:8]=[CH:9][C:5]=2[CH:4]=[N:3][CH:2]=1.[O:15]1[CH:20]=[CH:19][CH2:18][CH2:17][CH2:16]1.CC1C=CC(S(O)(=O)=O)=CC=1. The catalyst is C1COCC1. The product is [O:15]1[CH2:20][CH2:19][CH2:18][CH2:17][CH:16]1[O:14][CH2:13][C:10]1([N:7]2[C:6]3[N:1]=[CH:2][N:3]=[CH:4][C:5]=3[CH:9]=[CH:8]2)[CH2:11][CH2:12]1. The yield is 0.900.